Dataset: Full USPTO retrosynthesis dataset with 1.9M reactions from patents (1976-2016). Task: Predict the reactants needed to synthesize the given product. (1) Given the product [N:11]1([CH2:2][CH2:3][C:4]2[CH:5]=[C:6]([CH:8]=[CH:9][CH:10]=2)[NH2:7])[CH2:15][CH2:14][CH2:13][CH2:12]1, predict the reactants needed to synthesize it. The reactants are: O=[C:2]([N:11]1[CH2:15][CH2:14][CH2:13][CH2:12]1)[CH2:3][C:4]1[CH:5]=[C:6]([CH:8]=[CH:9][CH:10]=1)[NH2:7].[H-].[Al+3].[Li+].[H-].[H-].[H-].O.[OH-].[Na+]. (2) Given the product [Cl:1][C:2]1[C:10]([C:11]([OH:13])=[O:12])=[C:9]2[N:5]([CH2:6][CH2:7][CH2:8]2)[C:4](=[O:15])[CH:3]=1, predict the reactants needed to synthesize it. The reactants are: [Cl:1][C:2]1[C:10]([C:11]([O:13]C)=[O:12])=[C:9]2[N:5]([CH2:6][CH2:7][CH2:8]2)[C:4](=[O:15])[CH:3]=1.C1COCC1.[OH-].[Na+].Cl. (3) Given the product [C:3]1([CH3:39])[CH:4]=[CH:5][C:6]([C:9](=[N:17][O:18][CH2:19][CH2:20][N:21]([CH3:38])[S:22]([C:25]2[CH:33]=[CH:32][CH:31]=[C:30]3[C:26]=2[CH2:27][CH:28]([C:34]([OH:36])=[O:35])[CH2:29]3)(=[O:24])=[O:23])[C:10]2[CH:11]=[CH:12][C:13]([CH3:16])=[CH:14][CH:15]=2)=[CH:7][CH:8]=1, predict the reactants needed to synthesize it. The reactants are: [Li+].[OH-].[C:3]1([CH3:39])[CH:8]=[CH:7][C:6]([C:9](=[N:17][O:18][CH2:19][CH2:20][N:21]([CH3:38])[S:22]([C:25]2[CH:33]=[CH:32][CH:31]=[C:30]3[C:26]=2[CH2:27][CH:28]([C:34]([O:36]C)=[O:35])[CH2:29]3)(=[O:24])=[O:23])[C:10]2[CH:15]=[CH:14][C:13]([CH3:16])=[CH:12][CH:11]=2)=[CH:5][CH:4]=1. (4) Given the product [Br:1][C:2]1[CH:3]=[C:4]([N:8]2[C:16]3[C:11](=[CH:12][C:13]([C:17]([OH:29])=[O:18])=[CH:14][CH:15]=3)[C:10]([C:19]([O:21][CH3:22])=[O:20])=[N:9]2)[CH:5]=[CH:6][CH:7]=1, predict the reactants needed to synthesize it. The reactants are: [Br:1][C:2]1[CH:3]=[C:4]([N:8]2[C:16]3[C:11](=[CH:12][C:13]([CH2:17][OH:18])=[CH:14][CH:15]=3)[C:10]([C:19]([O:21][CH3:22])=[O:20])=[N:9]2)[CH:5]=[CH:6][CH:7]=1.C1C=C[NH+]=CC=1.[O-:29][Cr](Cl)(=O)=O.I(O)(=O)(=O)=O. (5) Given the product [CH3:18][O:17][CH:16]([O:19][CH3:20])[CH2:15][N:7]1[C:8]2[C:4](=[CH:3][C:2]([CH3:21])=[CH:10][C:9]=2[C:11]([O:13][CH3:14])=[O:12])[CH:5]=[N:6]1, predict the reactants needed to synthesize it. The reactants are: Br[C:2]1[CH:3]=[C:4]2[C:8](=[C:9]([C:11]([O:13][CH3:14])=[O:12])[CH:10]=1)[N:7]([CH2:15][CH:16]([O:19][CH3:20])[O:17][CH3:18])[N:6]=[CH:5]2.[C:21](=O)([O-])[O-].[K+].[K+].CB1OB(C)OB(C)O1.C(OCC)(=O)C. (6) Given the product [CH3:13][C:12]1[C:11]2[C:14]([N:18]3[CH2:23][CH2:22][O:21][CH2:20][CH2:19]3)=[CH:15][CH:16]=[CH:17][C:10]=2[O:9][C:8]=1[C:6]([OH:7])=[O:5], predict the reactants needed to synthesize it. The reactants are: C([O:5][C:6]([C:8]1[O:9][C:10]2[CH:17]=[CH:16][CH:15]=[C:14]([N:18]3[CH2:23][CH2:22][O:21][CH2:20][CH2:19]3)[C:11]=2[C:12]=1[CH3:13])=[O:7])(C)(C)C.C(O)(C(F)(F)F)=O.ClCCl.